This data is from Reaction yield outcomes from USPTO patents with 853,638 reactions. The task is: Predict the reaction yield, written as a fraction of the theoretical maximum amount of product (1.0 means a 100% yield; for example, 0.34 means a 34% yield). (1) The reactants are [Cl:1][C:2]1[CH:7]=[CH:6][CH:5]=[CH:4][C:3]=1[C:8]1[C:9]([C:15]2[CH:20]=[CH:19][C:18]([Cl:21])=[CH:17][CH:16]=2)=[CH:10][C:11](=O)[NH:12][N:13]=1.P(Cl)(Cl)([Cl:24])=O. No catalyst specified. The product is [Cl:24][C:11]1[N:12]=[N:13][C:8]([C:3]2[CH:4]=[CH:5][CH:6]=[CH:7][C:2]=2[Cl:1])=[C:9]([C:15]2[CH:20]=[CH:19][C:18]([Cl:21])=[CH:17][CH:16]=2)[CH:10]=1. The yield is 0.970. (2) The reactants are Cl.Cl.[Cl:3][CH2:4][CH2:5][CH2:6][N:7]1[CH2:12][CH2:11][NH:10][CH2:9][CH2:8]1.C(N(CC)CC)C.[C:20](Cl)(=[O:22])[CH3:21]. The catalyst is C(Cl)Cl. The product is [C:20]([N:10]1[CH2:11][CH2:12][N:7]([CH2:6][CH2:5][CH2:4][Cl:3])[CH2:8][CH2:9]1)(=[O:22])[CH3:21]. The yield is 0.720. (3) The yield is 0.0942. The reactants are [CH3:1][C:2]1[NH:6][C:5]2[C:7]([C:17]([O:19]C)=[O:18])=[CH:8][C:9]([N:11]3[CH2:16][CH2:15][O:14][CH2:13][CH2:12]3)=[CH:10][C:4]=2[N:3]=1.Br[CH2:22][C:23]1[C:31]2[S:30][CH:29]=[CH:28][C:27]=2[CH:26]=[CH:25][CH:24]=1.C(=O)([O-])[O-].[K+].[K+].[OH-].[Li+].Cl. The catalyst is CN(C)C=O.O1CCCC1.O. The product is [S:30]1[C:31]2[C:23]([CH2:22][N:3]3[C:4]4[CH:10]=[C:9]([N:11]5[CH2:12][CH2:13][O:14][CH2:15][CH2:16]5)[CH:8]=[C:7]([C:17]([OH:19])=[O:18])[C:5]=4[N:6]=[C:2]3[CH3:1])=[CH:24][CH:25]=[CH:26][C:27]=2[CH:28]=[CH:29]1.